This data is from Full USPTO retrosynthesis dataset with 1.9M reactions from patents (1976-2016). The task is: Predict the reactants needed to synthesize the given product. (1) Given the product [C:17]1([C:20]2[CH:25]=[CH:24][CH:23]=[CH:22][CH:21]=2)[CH:16]=[CH:15][C:14]([NH:13][C:10]2[C:9]3[C:4](=[CH:5][CH:6]=[CH:7][CH:8]=3)[N:3]=[C:2]([N:28]3[C:27]([CH3:26])=[CH:31][C:30]([CH3:32])=[N:29]3)[N:11]=2)=[CH:19][CH:18]=1, predict the reactants needed to synthesize it. The reactants are: Cl[C:2]1[N:11]=[C:10](Cl)[C:9]2[C:4](=[CH:5][CH:6]=[CH:7][CH:8]=2)[N:3]=1.[NH2:13][C:14]1[CH:19]=[CH:18][C:17]([C:20]2[CH:25]=[CH:24][CH:23]=[CH:22][CH:21]=2)=[CH:16][CH:15]=1.[CH3:26][C:27]1[CH:31]=[C:30]([CH3:32])[NH:29][N:28]=1. (2) Given the product [CH3:9][O:8][C:6]1[CH:5]=[CH:4][C:3]([N+:10]([O-:12])=[O:11])=[C:2]([NH:16][CH2:15][CH2:13][OH:14])[CH:7]=1, predict the reactants needed to synthesize it. The reactants are: Br[C:2]1[CH:7]=[C:6]([O:8][CH3:9])[CH:5]=[CH:4][C:3]=1[N+:10]([O-:12])=[O:11].[CH2:13]([CH2:15][NH2:16])[OH:14]. (3) Given the product [Cl:39][CH2:40][C:41]([NH:4][CH2:5][CH2:6][CH2:7][N:8]1[C:17]2[C:12](=[C:13]([F:22])[CH:14]=[CH:15][C:16]=2[O:18][CH2:19][CH2:20][CH3:21])[C:11](=[O:23])[C:10]([C:24]2[CH:25]=[CH:26][C:27]([O:30][CH3:31])=[CH:28][CH:29]=2)=[CH:9]1)=[O:42], predict the reactants needed to synthesize it. The reactants are: ClCCl.[NH2:4][CH2:5][CH2:6][CH2:7][N:8]1[C:17]2[C:12](=[C:13]([F:22])[CH:14]=[CH:15][C:16]=2[O:18][CH2:19][CH2:20][CH3:21])[C:11](=[O:23])[C:10]([C:24]2[CH:29]=[CH:28][C:27]([O:30][CH3:31])=[CH:26][CH:25]=2)=[CH:9]1.C(N(CC)CC)C.[Cl:39][CH2:40][C:41](Cl)=[O:42]. (4) Given the product [C:1]([CH2:4][CH2:5][C:6]1[C:7]([C:12]([OH:14])=[O:13])=[C:8]([CH3:11])[NH:9][CH:10]=1)([OH:3])=[O:2], predict the reactants needed to synthesize it. The reactants are: [C:1]([CH2:4][CH2:5][C:6]1[C:7]([C:12]([O:14]CC)=[O:13])=[C:8]([CH3:11])[NH:9][CH:10]=1)([OH:3])=[O:2].[OH-].[K+]. (5) Given the product [F:27][CH:2]([F:1])[C:3]1[CH:8]=[CH:7][C:6]([C:9]([F:26])([F:25])[CH2:10][N:11]2[CH2:12][CH2:13][CH:14]([NH2:17])[CH2:15][CH2:16]2)=[CH:5][CH:4]=1, predict the reactants needed to synthesize it. The reactants are: [F:1][CH:2]([F:27])[C:3]1[CH:8]=[CH:7][C:6]([C:9]([F:26])([F:25])[CH2:10][N:11]2[CH2:16][CH2:15][CH:14]([NH:17]C(=O)OC(C)(C)C)[CH2:13][CH2:12]2)=[CH:5][CH:4]=1.C(O)(C(F)(F)F)=O.